Predict the reactants needed to synthesize the given product. From a dataset of Full USPTO retrosynthesis dataset with 1.9M reactions from patents (1976-2016). (1) Given the product [C:11]([OH:14])(=[O:18])[CH3:12].[Br:16][C:12]1[C:11](=[O:14])[N:10]([CH3:15])[C:9]2[NH:5][N:6]=[CH:7][C:8]=2[CH:13]=1, predict the reactants needed to synthesize it. The reactants are: C([N:5]1[C:9]2[N:10]([CH3:15])[C:11](=[O:14])[CH:12]=[CH:13][C:8]=2[CH:7]=[N:6]1)(C)(C)C.[Br:16]Br.[OH2:18].[OH-].[Na+]. (2) Given the product [C:2]1([CH2:8][CH:9]([S:18][C:12]2[CH:17]=[CH:16][CH:15]=[CH:14][CH:13]=2)[CH:10]=[O:11])[CH:7]=[CH:6][CH:5]=[CH:4][CH:3]=1, predict the reactants needed to synthesize it. The reactants are: O.[C:2]1([C:8]#[C:9][CH2:10][OH:11])[CH:7]=[CH:6][CH:5]=[CH:4][CH:3]=1.[C:12]1([SH:18])[CH:17]=[CH:16][CH:15]=[CH:14][CH:13]=1. (3) Given the product [CH:13]1([C@H:19]([NH:21][C:10]([C:6]2[CH:5]=[C:4]3[C:9](=[CH:8][CH:7]=2)[NH:1][N:2]=[CH:3]3)=[O:12])[CH3:20])[CH2:18][CH2:17][CH2:16][CH2:15][CH2:14]1, predict the reactants needed to synthesize it. The reactants are: [NH:1]1[C:9]2[C:4](=[CH:5][C:6]([C:10]([OH:12])=O)=[CH:7][CH:8]=2)[CH:3]=[N:2]1.[CH:13]1([C@H:19]([NH2:21])[CH3:20])[CH2:18][CH2:17][CH2:16][CH2:15][CH2:14]1.CN(C(ON1N=NC2C=CC=CC1=2)=[N+](C)C)C.[B-](F)(F)(F)F.CCN(C(C)C)C(C)C.